This data is from Forward reaction prediction with 1.9M reactions from USPTO patents (1976-2016). The task is: Predict the product of the given reaction. (1) Given the reactants [Br:1][C:2]1[CH:3]=[C:4]([CH:7]=[CH:8][C:9]=1[O:10][CH3:11])[CH:5]=O.[C:12]([NH:15][NH2:16])([NH2:14])=[NH:13].[ClH:17], predict the reaction product. The product is: [ClH:17].[Br:1][C:2]1[CH:3]=[C:4]([CH:7]=[CH:8][C:9]=1[O:10][CH3:11])[CH:5]=[N:16][NH:15][C:12]([NH2:14])=[NH:13]. (2) Given the reactants [OH:1][CH:2]([C:7]1[CH:16]=[CH:15][C:14]2[C:9](=[CH:10][CH:11]=[CH:12][CH:13]=2)[CH:8]=1)[C:3]([O:5][CH3:6])=[O:4].[H-].[Na+].CI.[C:21](OCC)(=O)C, predict the reaction product. The product is: [CH3:21][O:1][CH:2]([C:7]1[CH:16]=[CH:15][C:14]2[C:9](=[CH:10][CH:11]=[CH:12][CH:13]=2)[CH:8]=1)[C:3]([O:5][CH3:6])=[O:4]. (3) Given the reactants [C:1]1(P(C2C=CC=CC=2)C2C=CC=CC=2)[CH:6]=CC=C[CH:2]=1.[Cl:20][C:21]1[C:28]([CH3:29])=[C:27]([C:30]2[CH:34]=[CH:33][NH:32][N:31]=2)[CH:26]=[CH:25][C:22]=1[C:23]#[N:24].CC(OC(/[N:41]=N/C(OC(C)C)=O)=O)C.Cl, predict the reaction product. The product is: [NH2:41][CH2:2][C@H:1]([N:32]1[CH:33]=[CH:34][C:30]([C:27]2[CH:26]=[CH:25][C:22]([C:23]#[N:24])=[C:21]([Cl:20])[C:28]=2[CH3:29])=[N:31]1)[CH3:6]. (4) Given the reactants [O:1]1[CH2:5][CH2:4][C:3](=O)[CH2:2]1.[CH2:7]([NH2:11])[CH2:8][CH2:9][CH3:10].[S-:12][C:13]#[N:14].[K+].II, predict the reaction product. The product is: [CH2:7]([N:11]1[C:3]2[CH2:2][O:1][CH2:5][C:4]=2[S:12][C:13]1=[NH:14])[CH2:8][CH2:9][CH3:10].